Dataset: Peptide-MHC class I binding affinity with 185,985 pairs from IEDB/IMGT. Task: Regression. Given a peptide amino acid sequence and an MHC pseudo amino acid sequence, predict their binding affinity value. This is MHC class I binding data. (1) The peptide sequence is NHMNVELSL. The MHC is Mamu-A07 with pseudo-sequence Mamu-A07. The binding affinity (normalized) is 0.924. (2) The peptide sequence is TELPLAYER. The MHC is HLA-A24:03 with pseudo-sequence HLA-A24:03. The binding affinity (normalized) is 0.0847. (3) The MHC is HLA-A02:01 with pseudo-sequence HLA-A02:01. The peptide sequence is FLSSSALAV. The binding affinity (normalized) is 0.914. (4) The binding affinity (normalized) is 0.203. The MHC is HLA-A02:01 with pseudo-sequence HLA-A02:01. The peptide sequence is ILLGIFFLC. (5) The peptide sequence is LVESGGGLV. The MHC is HLA-A02:03 with pseudo-sequence HLA-A02:03. The binding affinity (normalized) is 0.507. (6) The peptide sequence is YFANNKFTL. The MHC is HLA-A02:01 with pseudo-sequence HLA-A02:01. The binding affinity (normalized) is 0.163. (7) The peptide sequence is AQRPAKYSY. The MHC is HLA-B08:01 with pseudo-sequence HLA-B08:01. The binding affinity (normalized) is 0.0847. (8) The peptide sequence is KRSTPFYTK. The MHC is HLA-A26:01 with pseudo-sequence HLA-A26:01. The binding affinity (normalized) is 0.0847. (9) The peptide sequence is CTINVNSLA. The binding affinity (normalized) is 0.490. The MHC is HLA-A02:06 with pseudo-sequence HLA-A02:06.